This data is from NCI-60 drug combinations with 297,098 pairs across 59 cell lines. The task is: Regression. Given two drug SMILES strings and cell line genomic features, predict the synergy score measuring deviation from expected non-interaction effect. Drug 2: CC1C(C(CC(O1)OC2CC(CC3=C2C(=C4C(=C3O)C(=O)C5=CC=CC=C5C4=O)O)(C(=O)C)O)N)O. Cell line: SNB-75. Synergy scores: CSS=70.3, Synergy_ZIP=-6.36, Synergy_Bliss=-6.71, Synergy_Loewe=0.908, Synergy_HSA=2.09. Drug 1: CC1=C2C(C(=O)C3(C(CC4C(C3C(C(C2(C)C)(CC1OC(=O)C(C(C5=CC=CC=C5)NC(=O)OC(C)(C)C)O)O)OC(=O)C6=CC=CC=C6)(CO4)OC(=O)C)OC)C)OC.